Dataset: Catalyst prediction with 721,799 reactions and 888 catalyst types from USPTO. Task: Predict which catalyst facilitates the given reaction. Reactant: [CH3:1][C:2]1[C:3]([CH3:27])=[CH:4][C:5]2[N:14]([CH2:15][CH2:16][CH2:17][CH2:18][CH2:19][CH2:20][C:21](O)=[O:22])[C:13]3[C:8]([C:9](=[O:25])[NH:10][C:11](=[O:24])[N:12]=3)=[N:7][C:6]=2[CH:26]=1.[CH3:28][N:29](C(ON1N=NC2C=CC=CC1=2)=[N+](C)C)C.F[P-](F)(F)(F)(F)F.CCN(C(C)C)C(C)C.CN.C1COCC1. Product: [CH3:1][C:2]1[C:3]([CH3:27])=[CH:4][C:5]2[N:14]([CH2:15][CH2:16][CH2:17][CH2:18][CH2:19][CH2:20][C:21]([NH:29][CH3:28])=[O:22])[C:13]3[C:8]([C:9](=[O:25])[NH:10][C:11](=[O:24])[N:12]=3)=[N:7][C:6]=2[CH:26]=1. The catalyst class is: 3.